From a dataset of Experimentally validated miRNA-target interactions with 360,000+ pairs, plus equal number of negative samples. Binary Classification. Given a miRNA mature sequence and a target amino acid sequence, predict their likelihood of interaction. (1) The miRNA is mmu-miR-568 with sequence AUGUAUAAAUGUAUACACAC. The protein sequence of the target gene is MEEKPGQPQPQHHHSHHHPHHHPQQQQQQQSHHHHHYYFYNHSHNHHHHHHHQQPHQYLQHGAEGSPKAQPKPLKHEQKHTLQQHQETPKKKTGYGEINGNAGEREISLKSLSSDEATNPISRVLNGNQQVVETSLKQTVKTSTFGKAGIKTKNFIQKNSMDKKNGKSYENKSGETQAVDKTDTIAIPNGVITSSSGYITNGYMSKGADNDGSGSESGYTTPKKRKARRNSAKGCENLNLVQDKIMQETSVPALKQGLETLKPDYSEQKGMRVDGSKPIWKYETGPGGTSRGKPAMGDVL.... Result: 1 (interaction). (2) The miRNA is hsa-miR-6883-5p with sequence AGGGAGGGUGUGGUAUGGAUGU. The protein sequence of the target gene is MGSDAWVGLWRPHRPRGPIAAHYGGPGPKYKLPPNTGYALHDPSRPRAPAFTFGARFPTQQTTCGPGPGHLVPARMTVRGTDGAPAYSIYGRPRRSAPFLTPGPGRYFPERAGNATYPSAPRHTIAPRNWGVQAEQQSPGPAAYTVPSLLGPRVIGKVSAPTCSIYGRRAAGSFFEDLSKTPGPCAYQVVSPGVYKSRAPQFTILARTSLPQDNTRKPGPAAYNVDQHRKPRGWSFGIRHSDYLAPLVTDADN. Result: 0 (no interaction).